From a dataset of Reaction yield outcomes from USPTO patents with 853,638 reactions. Predict the reaction yield, written as a fraction of the theoretical maximum amount of product (1.0 means a 100% yield; for example, 0.34 means a 34% yield). The reactants are [CH3:1][S:2](Cl)(=[O:4])=[O:3].[CH3:6][S:7]([CH2:10][CH2:11][OH:12])(=[O:9])=[O:8].CCN(C(C)C)C(C)C.CCOC(C)=O. The product is [CH3:6][S:7]([CH2:10][CH2:11][O:12][S:2]([CH3:1])(=[O:4])=[O:3])(=[O:9])=[O:8]. The catalyst is C(Cl)Cl. The yield is 0.660.